This data is from Catalyst prediction with 721,799 reactions and 888 catalyst types from USPTO. The task is: Predict which catalyst facilitates the given reaction. Reactant: C([O:5][C:6](=[O:33])[CH2:7][NH:8][CH2:9][C:10]([N:12]1[CH2:16][C@H:15]([F:17])[CH2:14][C@H:13]1[C:18]1[S:19][C:20]([CH3:32])=[C:21]([C:23](=[O:31])[NH:24][C:25]2[S:26][C:27]([F:30])=[CH:28][N:29]=2)[CH:22]=1)=[O:11])(C)(C)C.[F:34][C:35]([F:40])([F:39])[C:36]([OH:38])=[O:37]. Product: [F:34][C:35]([F:40])([F:39])[C:36]([OH:38])=[O:37].[F:17][C@H:15]1[CH2:16][N:12]([C:10](=[O:11])[CH2:9][NH:8][CH2:7][C:6]([OH:33])=[O:5])[C@H:13]([C:18]2[S:19][C:20]([CH3:32])=[C:21]([C:23](=[O:31])[NH:24][C:25]3[S:26][C:27]([F:30])=[CH:28][N:29]=3)[CH:22]=2)[CH2:14]1. The catalyst class is: 2.